This data is from Peptide-MHC class II binding affinity with 134,281 pairs from IEDB. The task is: Regression. Given a peptide amino acid sequence and an MHC pseudo amino acid sequence, predict their binding affinity value. This is MHC class II binding data. (1) The MHC is DRB5_0101 with pseudo-sequence DRB5_0101. The binding affinity (normalized) is 0.563. The peptide sequence is RFLTEKGMKNVFDDV. (2) The peptide sequence is YDKLLANVSTVLTGK. The MHC is DRB1_0401 with pseudo-sequence DRB1_0401. The binding affinity (normalized) is 0.587.